From a dataset of Catalyst prediction with 721,799 reactions and 888 catalyst types from USPTO. Predict which catalyst facilitates the given reaction. (1) Reactant: [Cl:1][C:2]1[C:3]2[CH:12]=[CH:11][S:10][C:4]=2[N:5]=[C:6](SC)[N:7]=1.[CH2:13]1COCC1.O[O:19][S:20]([O-:22])=O.[K+]. Product: [Cl:1][C:2]1[C:3]2[CH:12]=[CH:11][S:10][C:4]=2[N:5]=[C:6]([S:20]([CH3:13])(=[O:22])=[O:19])[N:7]=1. The catalyst class is: 238. (2) Reactant: C(OC([N:8]1[C:16]2[C:11](=[CH:12][CH:13]=[CH:14][CH:15]=2)[C:10]([CH3:17])=[CH:9]1)=O)(C)(C)C.[CH:18]([O-:20])=O.[NH4+]. Product: [O:20]([C:14]1[CH:15]=[C:16]2[C:11]([CH2:10][CH2:17][CH2:9][NH:8]2)=[CH:12][CH:13]=1)[C:18]1[CH:13]=[CH:12][CH:11]=[CH:10][CH:9]=1. The catalyst class is: 19. (3) Product: [F:12][C:4]1[C:5]([O:10][CH3:11])=[CH:6][C:7]([O:8][CH3:9])=[C:2]([F:1])[C:3]=1[N:13]1[CH2:22][C:21]2[CH:20]=[N:19][C:18]3[N:23]([CH2:26][O:27][CH2:28][CH2:29][Si:30]([CH3:32])([CH3:33])[CH3:31])[CH:24]=[CH:25][C:17]=3[C:16]=2[C:15]2([CH2:34][CH2:35][N:36]([CH3:42])[CH2:37][CH2:38]2)[C:14]1=[O:39]. The catalyst class is: 2. Reactant: [F:1][C:2]1[C:7]([O:8][CH3:9])=[CH:6][C:5]([O:10][CH3:11])=[C:4]([F:12])[C:3]=1[N:13]1[CH2:22][C:21]2[CH:20]=[N:19][C:18]3[N:23]([CH2:26][O:27][CH2:28][CH2:29][Si:30]([CH3:33])([CH3:32])[CH3:31])[CH:24]=[CH:25][C:17]=3[C:16]=2[C:15]2([CH2:38][CH2:37][NH:36][CH2:35][CH2:34]2)[C:14]1=[O:39].C=O.[C:42](O[BH-](OC(=O)C)OC(=O)C)(=O)C.[Na+]. (4) Reactant: [BH-](OC(C)=O)(OC(C)=O)OC(C)=O.[Na+].[CH2:15]([N:22]1[C:34]2[C:33]3[CH:32]=[C:31]([O:35][CH3:36])[C:30]([C:37]4[C:38]([CH3:43])=[N:39][O:40][C:41]=4[CH3:42])=[CH:29][C:28]=3[N:27]=[C:26]([CH:44]=O)[C:25]=2[O:24][C:23]1=[O:46])[C:16]1[CH:21]=[CH:20][CH:19]=[CH:18][CH:17]=1.[NH:47]1[CH2:52][CH2:51][O:50][CH2:49][CH2:48]1.C([O-])(O)=O.[Na+]. Product: [CH2:15]([N:22]1[C:34]2[C:33]3[CH:32]=[C:31]([O:35][CH3:36])[C:30]([C:37]4[C:38]([CH3:43])=[N:39][O:40][C:41]=4[CH3:42])=[CH:29][C:28]=3[N:27]=[C:26]([CH2:44][N:47]3[CH2:52][CH2:51][O:50][CH2:49][CH2:48]3)[C:25]=2[O:24][C:23]1=[O:46])[C:16]1[CH:21]=[CH:20][CH:19]=[CH:18][CH:17]=1. The catalyst class is: 26. (5) Reactant: [C:1]([NH:20][C@@H:21]([C:33]12[CH2:42][CH:37]3[CH2:38][CH:39]([CH2:41][C:35]([OH:43])([CH2:36]3)[CH2:34]1)[CH2:40]2)[C:22]([N:24]1[C@H:29]([C:30]([NH2:32])=O)[CH2:28][C@H:27]2[C@@H:25]1[CH2:26]2)=[O:23])([C:14]1[CH:19]=[CH:18][CH:17]=[CH:16][CH:15]=1)([C:8]1[CH:13]=[CH:12][CH:11]=[CH:10][CH:9]=1)[C:2]1[CH:7]=[CH:6][CH:5]=[CH:4][CH:3]=1.N1C=CC=CC=1.FC(F)(F)C(OC(=O)C(F)(F)F)=O.C(=O)([O-])[O-].[K+].[K+]. Product: [C:1]([NH:20][C@@H:21]([C:33]12[CH2:40][CH:39]3[CH2:38][CH:37]([CH2:36][C:35]([OH:43])([CH2:41]3)[CH2:34]1)[CH2:42]2)[C:22]([N:24]1[C@H:29]([C:30]#[N:32])[CH2:28][C@H:27]2[C@@H:25]1[CH2:26]2)=[O:23])([C:8]1[CH:13]=[CH:12][CH:11]=[CH:10][CH:9]=1)([C:2]1[CH:3]=[CH:4][CH:5]=[CH:6][CH:7]=1)[C:14]1[CH:15]=[CH:16][CH:17]=[CH:18][CH:19]=1. The catalyst class is: 83.